Dataset: Experimentally validated miRNA-target interactions with 360,000+ pairs, plus equal number of negative samples. Task: Binary Classification. Given a miRNA mature sequence and a target amino acid sequence, predict their likelihood of interaction. (1) The miRNA is rno-miR-24-3p with sequence UGGCUCAGUUCAGCAGGAACAG. The protein sequence of the target gene is MPSSLGQPDGGGGGGGGGGGVGAAGEDPGPGPAPPPEGAQEAAPAPRPPPEPDDAAAALRLALDQLSALGLGGAGDTDEEGAAGDGAAAAGGADGGAAPEPVPPDGPEAGAPPTLAPAVAPGSLPLLDPNASPPPPPPPRPSPPDVFAGFAPHPAALGPPTLLADQMSVIGSRKKSVNMTECVPVPSSEHVAEIVGRQGCKIKALRAKTNTYIKTPVRGEEPVFIVTGRKEDVEMAKREILSAAEHFSIIRATRSKAGGLPGAAQGPPNLPGQTTIQVRVPYRVVGLVVGPKGATIKRIQ.... Result: 0 (no interaction). (2) The miRNA is hsa-miR-96-5p with sequence UUUGGCACUAGCACAUUUUUGCU. The protein sequence of the target gene is MMAAEAGSEEGGPVTAGAGGGGAAAGSSAYPAVCRVKIPAALPVAAAPYPGLVETGVAGTLGGGAALGSEFLGAGSVAGALGGAGLTGGGTAAGVAGAAAGVAGAAVAGPSGDMALTKLPTSLLAETLGPGGGFPPLPPPPYLPPLGAGLGTVDEGDSLDGPEYEEEEVAIPLTAPPTNQWYHGKLDRTIAEERLRQAGKSGSYLIRESDRRPGSFVLSFLSQMNVVNHFRIIAMCGDYYIGGRRFSSLSDLIGYYSHVSCLLKGEKLLYPVAPPEPVEDRRRVRAILPYTKVPDTDEIS.... Result: 1 (interaction).